Dataset: Full USPTO retrosynthesis dataset with 1.9M reactions from patents (1976-2016). Task: Predict the reactants needed to synthesize the given product. (1) Given the product [Cl:26][C:27]([F:32])([F:31])[C:28]([O:30][C:1]1([N:7]=[O:8])[CH2:6][CH2:5][CH2:4][CH2:3][CH2:2]1)=[O:29], predict the reactants needed to synthesize it. The reactants are: [C:1]1(=[N:7][OH:8])[CH2:6][CH2:5][CH2:4][CH2:3][CH2:2]1.C([O-])(=O)C.C([O-])(=O)C.C([O-])(=O)C.C([O-])(=O)C.[Pb+4].[Cl:26][C:27]([F:32])([F:31])[C:28]([OH:30])=[O:29]. (2) The reactants are: [CH3:1][C:2]1[CH:7]=[CH:6][N:5]=[CH:4][C:3]=1[NH2:8].[CH3:9][C:10]([O:13][C:14](O[C:14]([O:13][C:10]([CH3:12])([CH3:11])[CH3:9])=[O:15])=[O:15])([CH3:12])[CH3:11]. Given the product [CH3:1][C:2]1[CH:7]=[CH:6][N:5]=[CH:4][C:3]=1[NH:8][C:14](=[O:15])[O:13][C:10]([CH3:12])([CH3:11])[CH3:9], predict the reactants needed to synthesize it. (3) Given the product [OH:25][C:17]1[CH:18]=[CH:19][C:20]([N+:22]([O-:24])=[O:23])=[CH:21][C:16]=1[NH:15][C:7]([C:6]1[CH:5]=[C:4]([CH3:10])[S:3][C:2]=1[Br:1])=[O:9], predict the reactants needed to synthesize it. The reactants are: [Br:1][C:2]1[S:3][C:4]([CH3:10])=[CH:5][C:6]=1[C:7]([OH:9])=O.S(Cl)(Cl)=O.[NH2:15][C:16]1[CH:21]=[C:20]([N+:22]([O-:24])=[O:23])[CH:19]=[CH:18][C:17]=1[OH:25]. (4) Given the product [NH2:1][C:2]1[N:7]=[C:6]([CH3:8])[C:5]([CH2:9][C:10]2[CH:11]=[C:12]([CH2:18][C:19]([O:21][CH3:28])=[O:20])[CH:13]=[CH:14][C:15]=2[O:16][CH3:17])=[C:4]([NH:22][CH2:23][CH2:24][CH2:25][CH2:26][CH3:27])[N:3]=1, predict the reactants needed to synthesize it. The reactants are: [NH2:1][C:2]1[N:7]=[C:6]([CH3:8])[C:5]([CH2:9][C:10]2[CH:11]=[C:12]([CH2:18][C:19]([OH:21])=[O:20])[CH:13]=[CH:14][C:15]=2[O:16][CH3:17])=[C:4]([NH:22][CH2:23][CH2:24][CH2:25][CH2:26][CH3:27])[N:3]=1.[CH3:28]O. (5) Given the product [C:19]([NH:15][C:13]1[C:12]2[C:7](=[CH:8][CH:9]=[C:10]([N+:16]([O-:18])=[O:17])[CH:11]=2)[N:6]=[C:5]([NH:4][CH2:1][CH:2]=[CH2:3])[N:14]=1)(=[O:21])[CH3:20], predict the reactants needed to synthesize it. The reactants are: [CH2:1]([NH:4][C:5]1[N:14]=[C:13]([NH2:15])[C:12]2[C:7](=[CH:8][CH:9]=[C:10]([N+:16]([O-:18])=[O:17])[CH:11]=2)[N:6]=1)[CH:2]=[CH2:3].[C:19](OC(=O)C)(=[O:21])[CH3:20].C([O-])(=O)C.[Na+].[OH-].[Na+].